This data is from Full USPTO retrosynthesis dataset with 1.9M reactions from patents (1976-2016). The task is: Predict the reactants needed to synthesize the given product. Given the product [Cl:8][C:9]1[C:14]([O:15][CH:16]2[CH2:21][CH2:20][N:19]([CH:22]3[CH2:25][O:24][CH2:23]3)[CH2:18][CH2:17]2)=[CH:13][C:12]([C:26]#[N:27])=[CH:11][C:10]=1[NH:28][C:29]1[N:34]=[C:33]([NH:35][CH:45]2[CH2:46][CH2:47]2)[C:32]2=[N:48][CH:49]=[C:50]([C:51]#[N:52])[N:31]2[N:30]=1, predict the reactants needed to synthesize it. The reactants are: C(O)(C(F)(F)F)=O.[Cl:8][C:9]1[C:14]([O:15][CH:16]2[CH2:21][CH2:20][N:19]([CH:22]3[CH2:25][O:24][CH2:23]3)[CH2:18][CH2:17]2)=[CH:13][C:12]([C:26]#[N:27])=[CH:11][C:10]=1[NH:28][C:29]1[N:34]=[C:33]([N:35]([CH:45]2[CH2:47][CH2:46]2)CC2C=CC(OC)=CC=2)[C:32]2=[N:48][CH:49]=[C:50]([C:51]#[N:52])[N:31]2[N:30]=1.C1(OC)C=CC=CC=1.